The task is: Predict the product of the given reaction.. This data is from Forward reaction prediction with 1.9M reactions from USPTO patents (1976-2016). (1) The product is: [ClH:34].[CH3:1][C:2]1([CH3:33])[C:8](=[O:9])[NH:7][C:6]2[N:10]=[CH:11][C:12](/[CH:14]=[CH:15]/[C:16]([N:18]([CH2:20][C:21]3[CH:26]=[CH:25][CH:24]=[C:23]([O:27][CH3:28])[C:22]=3[O:29][CH2:30][CH2:31][CH3:32])[CH3:19])=[O:17])=[CH:13][C:5]=2[CH2:4][NH:3]1. Given the reactants [CH3:1][C:2]1([CH3:33])[C:8](=[O:9])[NH:7][C:6]2[N:10]=[CH:11][C:12](/[CH:14]=[CH:15]/[C:16]([N:18]([CH2:20][C:21]3[CH:26]=[CH:25][CH:24]=[C:23]([O:27][CH3:28])[C:22]=3[O:29][CH2:30][CH2:31][CH3:32])[CH3:19])=[O:17])=[CH:13][C:5]=2[CH2:4][NH:3]1.[ClH:34], predict the reaction product. (2) Given the reactants Br[C:2]1[CH:3]=[N:4][N:5]([C:9]2[CH:22]=[CH:21][C:12]([C:13]([NH:15][CH2:16][CH2:17][CH2:18][O:19][CH3:20])=[O:14])=[CH:11][N:10]=2)[C:6]=1[O:7]C.[CH3:23][O:24][C:25]1[CH:30]=[C:29](B(O)O)[CH:28]=[C:27]([CH3:34])[N:26]=1, predict the reaction product. The product is: [OH:7][C:6]1[N:5]([C:9]2[CH:22]=[CH:21][C:12]([C:13]([NH:15][CH2:16][CH2:17][CH2:18][O:19][CH3:20])=[O:14])=[CH:11][N:10]=2)[N:4]=[CH:3][C:2]=1[C:29]1[CH:28]=[C:27]([CH3:34])[N:26]=[C:25]([O:24][CH3:23])[CH:30]=1. (3) The product is: [CH2:10]([O:9][C:8]([NH:7][C@@H:6]([CH2:2][OH:1])[CH2:5][C:4]([OH:18])=[O:3])=[O:17])[C:11]1[CH:12]=[CH:13][CH:14]=[CH:15][CH:16]=1. Given the reactants [O:1]=[C:2]1[C@H:6]([NH:7][C:8](=[O:17])[O:9][CH2:10][C:11]2[CH:16]=[CH:15][CH:14]=[CH:13][CH:12]=2)[CH2:5][C:4](=[O:18])[O:3]1.[BH4-].[Na+], predict the reaction product. (4) Given the reactants C([O:8][C:9]1[CH:14]=[CH:13][C:12]([C:15]2[N:23]([CH2:24][O:25][CH2:26][CH2:27][Si:28]([CH3:31])([CH3:30])[CH3:29])[C:22]3[C:21](=[O:32])[N:20]([CH2:33][CH2:34][CH3:35])[C:19](=[O:36])[N:18]([CH2:37][CH2:38][CH3:39])[C:17]=3[N:16]=2)=[CH:11][CH:10]=1)C1C=CC=CC=1, predict the reaction product. The product is: [OH:8][C:9]1[CH:10]=[CH:11][C:12]([C:15]2[N:23]([CH2:24][O:25][CH2:26][CH2:27][Si:28]([CH3:29])([CH3:31])[CH3:30])[C:22]3[C:21](=[O:32])[N:20]([CH2:33][CH2:34][CH3:35])[C:19](=[O:36])[N:18]([CH2:37][CH2:38][CH3:39])[C:17]=3[N:16]=2)=[CH:13][CH:14]=1.